Dataset: Reaction yield outcomes from USPTO patents with 853,638 reactions. Task: Predict the reaction yield, written as a fraction of the theoretical maximum amount of product (1.0 means a 100% yield; for example, 0.34 means a 34% yield). (1) The reactants are CS(O[CH2:6][C@H:7]([CH3:15])[CH2:8][CH2:9]OS(C)(=O)=O)(=O)=O.[NH2:16][CH2:17][CH2:18][OH:19].C([O-])([O-])=O.[K+].[K+].C(Cl)Cl. The catalyst is C(#N)C.O. The product is [CH3:15][C@@H:7]1[CH2:8][CH2:9][N:16]([CH2:17][CH2:18][OH:19])[CH2:6]1. The yield is 0.280. (2) The reactants are Cl[C:2]1[S:6][N:5]=[C:4]([C:7]2[CH:11]=[CH:10][O:9][CH:8]=2)[N:3]=1.FC(F)(F)C(O)=O.[O:19]1[C:23]2[CH:24]=[CH:25][CH:26]=[CH:27][C:22]=2[C:21]([NH:28][C:29]([N:31]2[CH2:36][CH2:35][NH:34][CH2:33][CH2:32]2)=[O:30])=[N:20]1.C(N(CC)CC)C.O. The catalyst is CN(C)C=O. The product is [O:19]1[C:23]2[CH:24]=[CH:25][CH:26]=[CH:27][C:22]=2[C:21]([NH:28][C:29]([N:31]2[CH2:36][CH2:35][N:34]([C:2]3[S:6][N:5]=[C:4]([C:7]4[CH:11]=[CH:10][O:9][CH:8]=4)[N:3]=3)[CH2:33][CH2:32]2)=[O:30])=[N:20]1. The yield is 0.200.